From a dataset of NCI-60 drug combinations with 297,098 pairs across 59 cell lines. Regression. Given two drug SMILES strings and cell line genomic features, predict the synergy score measuring deviation from expected non-interaction effect. (1) Drug 1: CC(C1=C(C=CC(=C1Cl)F)Cl)OC2=C(N=CC(=C2)C3=CN(N=C3)C4CCNCC4)N. Drug 2: CC12CCC3C(C1CCC2O)C(CC4=C3C=CC(=C4)O)CCCCCCCCCS(=O)CCCC(C(F)(F)F)(F)F. Cell line: CCRF-CEM. Synergy scores: CSS=50.0, Synergy_ZIP=6.25, Synergy_Bliss=2.26, Synergy_Loewe=-13.8, Synergy_HSA=1.34. (2) Drug 1: CC1=C2C(C(=O)C3(C(CC4C(C3C(C(C2(C)C)(CC1OC(=O)C(C(C5=CC=CC=C5)NC(=O)OC(C)(C)C)O)O)OC(=O)C6=CC=CC=C6)(CO4)OC(=O)C)OC)C)OC. Drug 2: CN1CCC(CC1)COC2=C(C=C3C(=C2)N=CN=C3NC4=C(C=C(C=C4)Br)F)OC. Cell line: UO-31. Synergy scores: CSS=51.7, Synergy_ZIP=0.118, Synergy_Bliss=2.81, Synergy_Loewe=-0.664, Synergy_HSA=7.75. (3) Drug 1: CC12CCC(CC1=CCC3C2CCC4(C3CC=C4C5=CN=CC=C5)C)O. Synergy scores: CSS=33.0, Synergy_ZIP=3.22, Synergy_Bliss=6.58, Synergy_Loewe=-3.30, Synergy_HSA=8.97. Drug 2: CC1CCC2CC(C(=CC=CC=CC(CC(C(=O)C(C(C(=CC(C(=O)CC(OC(=O)C3CCCCN3C(=O)C(=O)C1(O2)O)C(C)CC4CCC(C(C4)OC)O)C)C)O)OC)C)C)C)OC. Cell line: HT29. (4) Drug 1: CCC1(CC2CC(C3=C(CCN(C2)C1)C4=CC=CC=C4N3)(C5=C(C=C6C(=C5)C78CCN9C7C(C=CC9)(C(C(C8N6C)(C(=O)OC)O)OC(=O)C)CC)OC)C(=O)OC)O.OS(=O)(=O)O. Drug 2: C1=CN(C=N1)CC(O)(P(=O)(O)O)P(=O)(O)O. Cell line: K-562. Synergy scores: CSS=3.83, Synergy_ZIP=-0.886, Synergy_Bliss=-1.34, Synergy_Loewe=-0.323, Synergy_HSA=-2.87. (5) Cell line: OVCAR-4. Drug 1: C1=NC(=NC(=O)N1C2C(C(C(O2)CO)O)O)N. Synergy scores: CSS=16.2, Synergy_ZIP=-7.03, Synergy_Bliss=2.65, Synergy_Loewe=-22.6, Synergy_HSA=1.38. Drug 2: CN(C(=O)NC(C=O)C(C(C(CO)O)O)O)N=O. (6) Drug 1: CC1=C2C(C(=O)C3(C(CC4C(C3C(C(C2(C)C)(CC1OC(=O)C(C(C5=CC=CC=C5)NC(=O)C6=CC=CC=C6)O)O)OC(=O)C7=CC=CC=C7)(CO4)OC(=O)C)O)C)OC(=O)C. Drug 2: B(C(CC(C)C)NC(=O)C(CC1=CC=CC=C1)NC(=O)C2=NC=CN=C2)(O)O. Cell line: SF-268. Synergy scores: CSS=50.5, Synergy_ZIP=-2.51, Synergy_Bliss=-4.51, Synergy_Loewe=-5.82, Synergy_HSA=-2.45. (7) Drug 1: C1=CC(=CC=C1CC(C(=O)O)N)N(CCCl)CCCl.Cl. Drug 2: CC1=C(C(=O)C2=C(C1=O)N3CC4C(C3(C2COC(=O)N)OC)N4)N. Cell line: HCT-15. Synergy scores: CSS=51.8, Synergy_ZIP=-2.45, Synergy_Bliss=2.14, Synergy_Loewe=-8.94, Synergy_HSA=1.63. (8) Drug 1: C1=CC(=CC=C1CCC2=CNC3=C2C(=O)NC(=N3)N)C(=O)NC(CCC(=O)O)C(=O)O. Drug 2: CC12CCC3C(C1CCC2OP(=O)(O)O)CCC4=C3C=CC(=C4)OC(=O)N(CCCl)CCCl.[Na+]. Cell line: SF-268. Synergy scores: CSS=15.6, Synergy_ZIP=-5.14, Synergy_Bliss=-3.69, Synergy_Loewe=-45.7, Synergy_HSA=-2.15. (9) Drug 1: CN1CCC(CC1)COC2=C(C=C3C(=C2)N=CN=C3NC4=C(C=C(C=C4)Br)F)OC. Drug 2: C1=NC2=C(N=C(N=C2N1C3C(C(C(O3)CO)O)O)F)N. Cell line: SK-MEL-28. Synergy scores: CSS=-4.10, Synergy_ZIP=-2.39, Synergy_Bliss=-7.67, Synergy_Loewe=-12.9, Synergy_HSA=-11.0. (10) Synergy scores: CSS=25.4, Synergy_ZIP=-1.63, Synergy_Bliss=-3.73, Synergy_Loewe=-26.4, Synergy_HSA=-3.74. Cell line: OVCAR-8. Drug 2: CNC(=O)C1=NC=CC(=C1)OC2=CC=C(C=C2)NC(=O)NC3=CC(=C(C=C3)Cl)C(F)(F)F. Drug 1: C1=CN(C(=O)N=C1N)C2C(C(C(O2)CO)O)O.Cl.